This data is from NCI-60 drug combinations with 297,098 pairs across 59 cell lines. The task is: Regression. Given two drug SMILES strings and cell line genomic features, predict the synergy score measuring deviation from expected non-interaction effect. (1) Cell line: SNB-75. Drug 1: CS(=O)(=O)C1=CC(=C(C=C1)C(=O)NC2=CC(=C(C=C2)Cl)C3=CC=CC=N3)Cl. Synergy scores: CSS=-2.42, Synergy_ZIP=1.85, Synergy_Bliss=0.0531, Synergy_Loewe=-2.55, Synergy_HSA=-2.70. Drug 2: N.N.Cl[Pt+2]Cl. (2) Drug 1: CN(C)C1=NC(=NC(=N1)N(C)C)N(C)C. Drug 2: C1=CN(C=N1)CC(O)(P(=O)(O)O)P(=O)(O)O. Cell line: HCT-15. Synergy scores: CSS=-4.13, Synergy_ZIP=1.95, Synergy_Bliss=3.35, Synergy_Loewe=-0.0243, Synergy_HSA=-0.859. (3) Drug 1: C1CN1P(=S)(N2CC2)N3CC3. Drug 2: CC1=C(N=C(N=C1N)C(CC(=O)N)NCC(C(=O)N)N)C(=O)NC(C(C2=CN=CN2)OC3C(C(C(C(O3)CO)O)O)OC4C(C(C(C(O4)CO)O)OC(=O)N)O)C(=O)NC(C)C(C(C)C(=O)NC(C(C)O)C(=O)NCCC5=NC(=CS5)C6=NC(=CS6)C(=O)NCCC[S+](C)C)O. Cell line: EKVX. Synergy scores: CSS=1.29, Synergy_ZIP=0.760, Synergy_Bliss=2.07, Synergy_Loewe=-3.03, Synergy_HSA=-1.82. (4) Drug 1: CC1=C(C=C(C=C1)C(=O)NC2=CC(=CC(=C2)C(F)(F)F)N3C=C(N=C3)C)NC4=NC=CC(=N4)C5=CN=CC=C5. Drug 2: CC1=C(N=C(N=C1N)C(CC(=O)N)NCC(C(=O)N)N)C(=O)NC(C(C2=CN=CN2)OC3C(C(C(C(O3)CO)O)O)OC4C(C(C(C(O4)CO)O)OC(=O)N)O)C(=O)NC(C)C(C(C)C(=O)NC(C(C)O)C(=O)NCCC5=NC(=CS5)C6=NC(=CS6)C(=O)NCCC[S+](C)C)O. Cell line: BT-549. Synergy scores: CSS=21.2, Synergy_ZIP=-4.47, Synergy_Bliss=-1.56, Synergy_Loewe=-6.81, Synergy_HSA=-0.763. (5) Drug 1: C(=O)(N)NO. Drug 2: CN1C2=C(C=C(C=C2)N(CCCl)CCCl)N=C1CCCC(=O)O.Cl. Cell line: SN12C. Synergy scores: CSS=3.70, Synergy_ZIP=-4.72, Synergy_Bliss=-7.20, Synergy_Loewe=-6.76, Synergy_HSA=-6.34. (6) Drug 1: C1=C(C(=O)NC(=O)N1)F. Drug 2: CC1=C(C(CCC1)(C)C)C=CC(=CC=CC(=CC(=O)O)C)C. Cell line: IGROV1. Synergy scores: CSS=45.1, Synergy_ZIP=11.1, Synergy_Bliss=13.9, Synergy_Loewe=15.8, Synergy_HSA=15.9.